This data is from Forward reaction prediction with 1.9M reactions from USPTO patents (1976-2016). The task is: Predict the product of the given reaction. (1) Given the reactants C(O[C@H]1C[C@@H](C2C=CC=CN=2)OC2(CCNCC2)C1)C.FC(F)(F)C(O)=O.C(N(CC)CC)C.[CH:35]([O:38][C:39]1[CH:47]=[CH:46][C:42]([C:43](Cl)=[O:44])=[CH:41][C:40]=1[CH3:48])([CH3:37])[CH3:36], predict the reaction product. The product is: [CH:35]([O:38][C:39]1[CH:47]=[CH:46][C:42]([CH:43]=[O:44])=[CH:41][C:40]=1[CH3:48])([CH3:37])[CH3:36]. (2) Given the reactants [CH2:1]([C:3]1[N:4]([CH2:18][C:19]2[CH:24]=[CH:23][C:22]([F:25])=[CH:21][CH:20]=2)[C:5]2[C:10]([C:11]=1[CH3:12])=[CH:9][C:8]([C:13]([O:15]CC)=[O:14])=[CH:7][CH:6]=2)[CH3:2].[OH-].[Na+].Cl.O, predict the reaction product. The product is: [CH2:1]([C:3]1[N:4]([CH2:18][C:19]2[CH:20]=[CH:21][C:22]([F:25])=[CH:23][CH:24]=2)[C:5]2[C:10]([C:11]=1[CH3:12])=[CH:9][C:8]([C:13]([OH:15])=[O:14])=[CH:7][CH:6]=2)[CH3:2]. (3) Given the reactants Br[C:2]1[CH:7]=[C:6]([CH3:8])[C:5]([O:9][CH3:10])=[C:4]([CH3:11])[CH:3]=1.C([Li])CCC.[Br:17][C:18]1[CH:23]=[CH:22][C:21]([CH:24]([C:32]2[CH:37]=[CH:36][CH:35]=[CH:34][C:33]=2[CH3:38])[CH2:25][C:26](N(OC)C)=[O:27])=[CH:20][CH:19]=1, predict the reaction product. The product is: [Br:17][C:18]1[CH:19]=[CH:20][C:21]([CH:24]([C:32]2[CH:37]=[CH:36][CH:35]=[CH:34][C:33]=2[CH3:38])[CH2:25][C:26]([C:2]2[CH:7]=[C:6]([CH3:8])[C:5]([O:9][CH3:10])=[C:4]([CH3:11])[CH:3]=2)=[O:27])=[CH:22][CH:23]=1. (4) The product is: [Cl:30][C:31]1[CH:36]=[CH:35][C:34]([S:37][C:2]2[C:3]([C:28]#[N:29])=[C:4]([C:18]3[CH:23]=[CH:22][N:21]=[C:20]([NH:24][C:25](=[O:27])[CH3:26])[CH:19]=3)[S:5][C:6]=2[C:7]2[N:11]=[CH:10][N:9]([CH:12]3[CH2:17][CH2:16][CH2:15][CH2:14][O:13]3)[N:8]=2)=[CH:33][CH:32]=1. Given the reactants Br[C:2]1[C:3]([C:28]#[N:29])=[C:4]([C:18]2[CH:23]=[CH:22][N:21]=[C:20]([NH:24][C:25](=[O:27])[CH3:26])[CH:19]=2)[S:5][C:6]=1[C:7]1[N:11]=[CH:10][N:9]([CH:12]2[CH2:17][CH2:16][CH2:15][CH2:14][O:13]2)[N:8]=1.[Cl:30][C:31]1[CH:36]=[CH:35][C:34]([SH:37])=[CH:33][CH:32]=1.C(=O)([O-])[O-].[K+].[K+], predict the reaction product. (5) The product is: [Br:8][C:7]1[C:2]([N:10]2[CH2:13][CH:12]([OH:15])[CH2:11]2)=[N:3][CH:4]=[CH:5][CH:6]=1. Given the reactants Br[C:2]1[C:7]([Br:8])=[CH:6][CH:5]=[CH:4][N:3]=1.Cl.[N:10]1(O)[CH2:13][CH2:12][CH2:11]1.[OH2:15], predict the reaction product. (6) Given the reactants [C:1]1([C:11]2[CH:16]=[CH:15][CH:14]=[CH:13][CH:12]=2)[CH:6]=[CH:5][C:4]([S:7](O)(=[O:9])=[O:8])=[CH:3][CH:2]=1.P(Cl)(Cl)([Cl:19])=O, predict the reaction product. The product is: [C:1]1([C:11]2[CH:16]=[CH:15][CH:14]=[CH:13][CH:12]=2)[CH:6]=[CH:5][C:4]([S:7]([Cl:19])(=[O:9])=[O:8])=[CH:3][CH:2]=1. (7) Given the reactants [F:1][C:2]1[CH:8]=[CH:7][C:5]([NH2:6])=[CH:4][C:3]=1[N+:9]([O-:11])=[O:10].[CH2:12]([O:14][C:15](=[O:26])[C:16](=[CH:22]OCC)[C:17]([O:19][CH2:20][CH3:21])=[O:18])[CH3:13], predict the reaction product. The product is: [CH2:12]([O:14][C:15](=[O:26])[C:16](=[CH:22][NH:6][C:5]1[CH:7]=[CH:8][C:2]([F:1])=[C:3]([N+:9]([O-:11])=[O:10])[CH:4]=1)[C:17]([O:19][CH2:20][CH3:21])=[O:18])[CH3:13].